The task is: Predict the reactants needed to synthesize the given product.. This data is from Full USPTO retrosynthesis dataset with 1.9M reactions from patents (1976-2016). Given the product [CH2:1]([O:8][C:9]1[CH:14]=[CH:13][C:12]([CH2:15][CH2:16][Cl:41])=[C:11]([N+:18]([O-:20])=[O:19])[CH:10]=1)[C:2]1[CH:7]=[CH:6][CH:5]=[CH:4][CH:3]=1, predict the reactants needed to synthesize it. The reactants are: [CH2:1]([O:8][C:9]1[CH:14]=[CH:13][C:12]([CH2:15][CH2:16]O)=[C:11]([N+:18]([O-:20])=[O:19])[CH:10]=1)[C:2]1[CH:7]=[CH:6][CH:5]=[CH:4][CH:3]=1.C1(P(C2C=CC=CC=2)C2C=CC=CC=2)C=CC=CC=1.C(Cl)(Cl)(Cl)[Cl:41].